Dataset: Full USPTO retrosynthesis dataset with 1.9M reactions from patents (1976-2016). Task: Predict the reactants needed to synthesize the given product. (1) Given the product [CH3:13][CH:12]1[CH2:11][CH:10]([C:14]([NH:33][CH2:26][C:27]2[CH:32]=[CH:31][CH:30]=[CH:29][CH:28]=2)=[O:16])[CH2:9][N:8]1[C:6]([O:5][C:2]([CH3:1])([CH3:3])[CH3:4])=[O:7], predict the reactants needed to synthesize it. The reactants are: [CH3:1][C:2]([O:5][C:6]([N:8]1[CH:12]([CH3:13])[CH2:11][CH:10]([C:14]([OH:16])=O)[CH2:9]1)=[O:7])([CH3:4])[CH3:3].CCN(C(C)C)C(C)C.[CH2:26]([NH2:33])[C:27]1[CH:32]=[CH:31][CH:30]=[CH:29][CH:28]=1.CN(C(ON1N=NC2C=CC=NC1=2)=[N+](C)C)C.F[P-](F)(F)(F)(F)F. (2) Given the product [O:13]=[C:11]([N:40]1[CH2:39][CH2:38][N:37]2[C:33]([C:32]([F:43])([F:31])[F:42])=[N:34][CH:35]=[C:36]2[CH2:41]1)[CH2:10][C@H:9]([NH:8][C:6](=[O:7])[O:5][C:1]([CH3:2])([CH3:3])[CH3:4])[CH2:14][C:15]1[CH:20]=[C:19]([F:21])[C:18]([F:22])=[CH:17][C:16]=1[F:23], predict the reactants needed to synthesize it. The reactants are: [C:1]([O:5][C:6]([NH:8][C@H:9]([CH2:14][C:15]1[CH:20]=[C:19]([F:21])[C:18]([F:22])=[CH:17][C:16]=1[F:23])[CH2:10][C:11]([OH:13])=O)=[O:7])([CH3:4])([CH3:3])[CH3:2].C(N(CC)CC)C.[F:31][C:32]([F:43])([F:42])[C:33]1[N:37]2[CH2:38][CH2:39][NH:40][CH2:41][C:36]2=[CH:35][N:34]=1.O=C1N(P(Cl)(N2CCOC2=O)=O)CCO1. (3) Given the product [CH3:14][C:15]1[CH:20]=[CH:19][CH:18]=[C:17]([CH3:21])[C:16]=1[C:2]1[C:11]2[C:6](=[C:7]([OH:12])[CH:8]=[CH:9][CH:10]=2)[N:5]=[CH:4][CH:3]=1, predict the reactants needed to synthesize it. The reactants are: Br[C:2]1[C:11]2[C:6](=[C:7]([OH:12])[CH:8]=[CH:9][CH:10]=2)[N:5]=[CH:4][CH:3]=1.O.[CH3:14][C:15]1[CH:20]=[CH:19][CH:18]=[C:17]([CH3:21])[C:16]=1B(O)O.O.P([O-])([O-])([O-])=O.[K+].[K+].[K+]. (4) Given the product [NH2:11][C:5]1[CH:4]=[CH:3][C:2]([CH3:1])=[CH:10][C:6]=1[C:7]([NH2:9])=[O:8], predict the reactants needed to synthesize it. The reactants are: [CH3:1][C:2]1[CH:3]=[CH:4][C:5]([N+:11]([O-])=O)=[C:6]([CH:10]=1)[C:7]([NH2:9])=[O:8]. (5) The reactants are: [OH:1][C:2]1[CH:3]=[C:4]([CH:7]=[CH:8][C:9]=1[N+:10]([O-:12])=[O:11])[CH:5]=[O:6].IC.[C:15](=O)([O-])[O-].[K+].[K+].O. Given the product [CH3:15][O:1][C:2]1[CH:3]=[C:4]([CH:7]=[CH:8][C:9]=1[N+:10]([O-:12])=[O:11])[CH:5]=[O:6], predict the reactants needed to synthesize it. (6) Given the product [ClH:1].[ClH:27].[Cl:27][C:28]1[CH:33]=[C:32]([C:2]2[CH:11]=[CH:10][C:9]3[C:4](=[C:5]([NH:16][C:17]4[CH:22]=[CH:21][C:20]([CH2:23][N:24]([CH3:26])[CH3:25])=[CH:19][CH:18]=4)[C:6]([S:12]([CH3:15])(=[O:14])=[O:13])=[CH:7][N:8]=3)[N:3]=2)[CH:31]=[C:30]([O:43][CH3:44])[C:29]=1[OH:45], predict the reactants needed to synthesize it. The reactants are: [Cl:1][C:2]1[N:3]=[C:4]2[C:9](=[CH:10][CH:11]=1)[N:8]=[CH:7][C:6]([S:12]([CH3:15])(=[O:14])=[O:13])=[C:5]2[NH:16][C:17]1[CH:22]=[CH:21][C:20]([CH2:23][N:24]([CH3:26])[CH3:25])=[CH:19][CH:18]=1.[Cl:27][C:28]1[CH:33]=[C:32](B2OC(C)(C)C(C)(C)O2)[CH:31]=[C:30]([O:43][CH3:44])[C:29]=1[OH:45].C1(N)C(F)=C(F)C(F)=C(N)C=1F.Cl.Cl. (7) The reactants are: [C:1]([NH:5][C:6]([C:8]1[CH:12]=[C:11]([C:13]2[CH:18]=[CH:17][C:16]([CH2:19][OH:20])=[CH:15][N:14]=2)[N:10]([C:21]2[CH:22]=[N:23][CH:24]=[CH:25][CH:26]=2)[N:9]=1)=[O:7])([CH3:4])([CH3:3])[CH3:2].CC(OI1(OC(C)=O)(OC(C)=O)OC(=O)C2C=CC=CC1=2)=O.[OH-].[Na+].C(Cl)(Cl)Cl. Given the product [C:1]([NH:5][C:6]([C:8]1[CH:12]=[C:11]([C:13]2[CH:18]=[CH:17][C:16]([CH:19]=[O:20])=[CH:15][N:14]=2)[N:10]([C:21]2[CH:22]=[N:23][CH:24]=[CH:25][CH:26]=2)[N:9]=1)=[O:7])([CH3:4])([CH3:2])[CH3:3], predict the reactants needed to synthesize it.